This data is from Forward reaction prediction with 1.9M reactions from USPTO patents (1976-2016). The task is: Predict the product of the given reaction. (1) Given the reactants N1([C:6](N2C=CN=C2)=[O:7])C=CN=C1.[CH3:13][CH2:14][CH:15]([OH:18])[CH2:16][CH3:17].[CH3:19][S:20]([C:23]1[CH:28]=[CH:27][C:26]([N:29]2[C:33]3=[N:34][CH:35]=[N:36][C:37]([O:38][CH:39]4[CH2:44][CH2:43][NH:42][CH2:41][CH2:40]4)=[C:32]3[CH:31]=[N:30]2)=[CH:25][CH:24]=1)(=[O:22])=[O:21].C(N(CC)CC)C, predict the reaction product. The product is: [CH2:14]([CH:15]([O:18][C:6]([N:42]1[CH2:43][CH2:44][CH:39]([O:38][C:37]2[N:36]=[CH:35][N:34]=[C:33]3[N:29]([C:26]4[CH:27]=[CH:28][C:23]([S:20]([CH3:19])(=[O:21])=[O:22])=[CH:24][CH:25]=4)[N:30]=[CH:31][C:32]=23)[CH2:40][CH2:41]1)=[O:7])[CH2:16][CH3:17])[CH3:13]. (2) Given the reactants Br[C:2]1[CH:7]=[CH:6][C:5]([Cl:8])=[CH:4][C:3]=1[Cl:9].[NH2:10][C:11]1[CH:12]=[C:13]2[C:18]3=[C:19]([CH2:21][CH2:22][N:17]3[CH2:16][C@@H:15]3[CH2:23][N:24](C(OC(C)(C)C)=O)[CH2:25][C@H:14]23)[CH:20]=1, predict the reaction product. The product is: [Cl:9][C:3]1[CH:4]=[C:5]([Cl:8])[CH:6]=[CH:7][C:2]=1[NH:10][C:11]1[CH:12]=[C:13]2[C:18]3=[C:19]([CH2:21][CH2:22][N:17]3[CH2:16][C@@H:15]3[CH2:23][NH:24][CH2:25][C@H:14]23)[CH:20]=1. (3) Given the reactants [CH3:1][CH:2]1[N:6]([C:7]2[CH:12]=[CH:11][C:10]([C:13]([N:15]3[CH2:20][CH2:19][N:18]([C:21]4[C:26]([CH3:27])=[CH:25][C:24]([CH3:28])=[C:23]([CH3:29])[N:22]=4)[CH2:17][CH2:16]3)=[O:14])=[CH:9][N:8]=2)[C:5](=[O:30])[NH:4][C:3]1=[O:31].[CH3:32]C(C)([O-])C.[K+].CI.O, predict the reaction product. The product is: [CH3:32][N:4]1[C:3](=[O:31])[CH:2]([CH3:1])[N:6]([C:7]2[CH:12]=[CH:11][C:10]([C:13]([N:15]3[CH2:20][CH2:19][N:18]([C:21]4[C:26]([CH3:27])=[CH:25][C:24]([CH3:28])=[C:23]([CH3:29])[N:22]=4)[CH2:17][CH2:16]3)=[O:14])=[CH:9][N:8]=2)[C:5]1=[O:30]. (4) Given the reactants Br[C:2]1[CH:3]=[C:4]2[C:10]([C:11]3[CH:12]=[N:13][N:14]([CH2:16][C:17]4[CH:22]=[C:21]([F:23])[CH:20]=[C:19]([F:24])[CH:18]=4)[CH:15]=3)=[CH:9][N:8]([S:25]([C:28]3[CH:34]=[CH:33][C:31]([CH3:32])=[CH:30][CH:29]=3)(=[O:27])=[O:26])[C:5]2=[N:6][CH:7]=1.[F:35][C:36]1[CH:41]=[CH:40][C:39](B2OC(C)(C)C(C)(C)O2)=[CH:38][C:37]=1[NH:51][S:52]([CH3:55])(=[O:54])=[O:53].C(=O)([O-])[O-].[Na+].[Na+], predict the reaction product. The product is: [F:24][C:19]1[CH:18]=[C:17]([CH:22]=[C:21]([F:23])[CH:20]=1)[CH2:16][N:14]1[CH:15]=[C:11]([C:10]2[C:4]3[C:5](=[N:6][CH:7]=[C:2]([C:39]4[CH:40]=[CH:41][C:36]([F:35])=[C:37]([NH:51][S:52]([CH3:55])(=[O:54])=[O:53])[CH:38]=4)[CH:3]=3)[N:8]([S:25]([C:28]3[CH:34]=[CH:33][C:31]([CH3:32])=[CH:30][CH:29]=3)(=[O:26])=[O:27])[CH:9]=2)[CH:12]=[N:13]1. (5) Given the reactants Cl[C:2]1[C:11]2[C:6](=[CH:7][CH:8]=[C:9]([N+:12]([O-:14])=[O:13])[CH:10]=2)[N:5]=[CH:4][N:3]=1.CCN(C(C)C)C(C)C.[C:24]([N:31]1[CH2:36][CH2:35][NH:34][CH2:33][CH2:32]1)([O:26][C:27]([CH3:30])([CH3:29])[CH3:28])=[O:25], predict the reaction product. The product is: [N+:12]([C:9]1[CH:10]=[C:11]2[C:6](=[CH:7][CH:8]=1)[N:5]=[CH:4][N:3]=[C:2]2[N:34]1[CH2:33][CH2:32][N:31]([C:24]([O:26][C:27]([CH3:30])([CH3:29])[CH3:28])=[O:25])[CH2:36][CH2:35]1)([O-:14])=[O:13]. (6) Given the reactants C(OC(=O)[NH:7][C:8]1[CH:13]=[CH:12][C:11]([C:14]#[C:15][C:16]2[CH:21]=[CH:20][CH:19]=[CH:18][N:17]=2)=[CH:10][C:9]=1[NH2:22])(C)(C)C.CC1(C)O[C:29]([C:31]2[CH:32]=[C:33]([CH:36]=[CH:37][CH:38]=2)[C:34]#[N:35])=[CH:28][C:27](=[O:39])O1.C(O)(C(F)(F)F)=O, predict the reaction product. The product is: [O:39]=[C:27]1[CH2:28][C:29]([C:31]2[CH:32]=[C:33]([CH:36]=[CH:37][CH:38]=2)[C:34]#[N:35])=[N:7][C:8]2[CH:13]=[CH:12][C:11]([C:14]#[C:15][C:16]3[CH:21]=[CH:20][CH:19]=[CH:18][N:17]=3)=[CH:10][C:9]=2[NH:22]1. (7) Given the reactants CN(C=O)C.[F:6][C:7]1[CH:12]=[C:11]([N+:13]([O-:15])=[O:14])[CH:10]=[CH:9][C:8]=1[N:16]1[CH2:21][CH2:20][NH:19][CH2:18][CH2:17]1.C([O-])([O-])=O.[K+].[K+].Br[CH:29]([C:37]1[CH:42]=[CH:41][CH:40]=[CH:39][CH:38]=1)[C:30]([N:32]([CH2:35][CH3:36])[CH2:33][CH3:34])=[O:31], predict the reaction product. The product is: [CH2:35]([N:32]([CH2:33][CH3:34])[C:30](=[O:31])[CH:29]([N:19]1[CH2:20][CH2:21][N:16]([C:8]2[CH:9]=[CH:10][C:11]([N+:13]([O-:15])=[O:14])=[CH:12][C:7]=2[F:6])[CH2:17][CH2:18]1)[C:37]1[CH:42]=[CH:41][CH:40]=[CH:39][CH:38]=1)[CH3:36]. (8) Given the reactants Cl.C[O:3][C:4](=[O:38])[C:5]1[CH:10]=[CH:9][C:8]([O:11][C:12]2[CH:17]=[CH:16][C:15]([CH2:18][C@H:19]([NH2:37])[C:20]3[N:21]([CH2:33][CH2:34][CH2:35][CH3:36])[CH:22]=[C:23]([C:25]4[CH:30]=[CH:29][C:28]([Cl:31])=[CH:27][C:26]=4[Cl:32])[N:24]=3)=[CH:14][CH:13]=2)=[CH:7][CH:6]=1.[F:39][C:40]1[CH:45]=[C:44]([F:46])[CH:43]=[CH:42][C:41]=1[CH2:47][C:48]([OH:50])=O, predict the reaction product. The product is: [CH2:33]([N:21]1[CH:22]=[C:23]([C:25]2[CH:30]=[CH:29][C:28]([Cl:31])=[CH:27][C:26]=2[Cl:32])[N:24]=[C:20]1[C@@H:19]([NH:37][C:48](=[O:50])[CH2:47][C:41]1[CH:42]=[CH:43][C:44]([F:46])=[CH:45][C:40]=1[F:39])[CH2:18][C:15]1[CH:16]=[CH:17][C:12]([O:11][C:8]2[CH:9]=[CH:10][C:5]([C:4]([OH:38])=[O:3])=[CH:6][CH:7]=2)=[CH:13][CH:14]=1)[CH2:34][CH2:35][CH3:36].